From a dataset of Forward reaction prediction with 1.9M reactions from USPTO patents (1976-2016). Predict the product of the given reaction. Given the reactants [NH2:1][C:2](=O)[C@@H:3]([NH:25][C:26]([C:28]1([NH:34][C:35](=[O:41])[O:36][C:37]([CH3:40])([CH3:39])[CH3:38])[CH2:33][CH2:32][O:31][CH2:30][CH2:29]1)=[O:27])[CH2:4][C:5]1[CH:10]=[CH:9][C:8]([C:11]2[CH:12]=[CH:13][C:14]3[O:18][C:17](=[O:19])[N:16]([CH2:20][CH2:21][O:22][CH3:23])[C:15]=3[CH:24]=2)=[CH:7][CH:6]=1.CC[N+](S(N=C(OC)[O-])(=O)=O)(CC)CC, predict the reaction product. The product is: [C:2]([C@@H:3]([NH:25][C:26]([C:28]1([NH:34][C:35](=[O:41])[O:36][C:37]([CH3:39])([CH3:38])[CH3:40])[CH2:29][CH2:30][O:31][CH2:32][CH2:33]1)=[O:27])[CH2:4][C:5]1[CH:6]=[CH:7][C:8]([C:11]2[CH:12]=[CH:13][C:14]3[O:18][C:17](=[O:19])[N:16]([CH2:20][CH2:21][O:22][CH3:23])[C:15]=3[CH:24]=2)=[CH:9][CH:10]=1)#[N:1].